Predict the reactants needed to synthesize the given product. From a dataset of Full USPTO retrosynthesis dataset with 1.9M reactions from patents (1976-2016). (1) Given the product [C:24]([C:25]1[O:26][C:38](=[O:40])[N:1]([C:3]2[CH:4]=[CH:5][C:6]([O:10][C:11]3[CH:16]=[CH:15][N:14]=[C:13]([C:17]4[CH:18]=[N:19][N:20]([CH3:22])[CH:21]=4)[CH:12]=3)=[C:7]([CH3:9])[N:8]=2)[N:2]=1)([CH3:29])([CH3:28])[CH3:23], predict the reactants needed to synthesize it. The reactants are: [NH:1]([C:3]1[N:8]=[C:7]([CH3:9])[C:6]([O:10][C:11]2[CH:16]=[CH:15][N:14]=[C:13]([C:17]3[CH:18]=[N:19][N:20]([CH3:22])[CH:21]=3)[CH:12]=2)=[CH:5][CH:4]=1)[NH2:2].[CH3:23][C:24]([CH3:29])([CH3:28])[C:25](Cl)=[O:26].C(N(CC)CC)C.Cl[C:38](Cl)([O:40]C(=O)OC(Cl)(Cl)Cl)Cl. (2) Given the product [Cl:35][C:32]1[CH:33]=[CH:34][C:29]([S:26]([N:15]([C@@H:16]2[CH2:22][C:21]([F:24])([F:23])[CH2:20][CH2:19][NH:18][C:17]2=[O:25])[CH2:14][CH:11]2[CH2:10][CH2:9][NH:8][CH2:13][CH2:12]2)(=[O:27])=[O:28])=[CH:30][CH:31]=1, predict the reactants needed to synthesize it. The reactants are: C(OC([N:8]1[CH2:13][CH2:12][CH:11]([CH2:14][N:15]([S:26]([C:29]2[CH:34]=[CH:33][C:32]([Cl:35])=[CH:31][CH:30]=2)(=[O:28])=[O:27])[C@@H:16]2[CH2:22][C:21]([F:24])([F:23])[CH2:20][CH2:19][NH:18][C:17]2=[O:25])[CH2:10][CH2:9]1)=O)(C)(C)C.